From a dataset of Catalyst prediction with 721,799 reactions and 888 catalyst types from USPTO. Predict which catalyst facilitates the given reaction. (1) Reactant: [NH:1]1[CH2:5][CH2:4][CH2:3][C:2]1=[O:6].[H-].[Na+].[Br:9][C:10]1[CH:11]=[C:12]([F:19])[C:13]([CH2:17]Br)=[C:14]([F:16])[CH:15]=1. Product: [Br:9][C:10]1[CH:11]=[C:12]([F:19])[C:13]([CH2:17][N:1]2[CH2:5][CH2:4][CH2:3][C:2]2=[O:6])=[C:14]([F:16])[CH:15]=1. The catalyst class is: 3. (2) Reactant: [C:1]1([C@@H:7]2[CH2:11][NH:10][CH2:9][C@H:8]2[NH:12][C:13](=[O:19])[O:14][C:15]([CH3:18])([CH3:17])[CH3:16])[CH:6]=[CH:5][CH:4]=[CH:3][CH:2]=1.Br[CH2:21][C:22]#[N:23]. The catalyst class is: 1. Product: [C:22]([CH2:21][N:10]1[CH2:11][C@@H:7]([C:1]2[CH:2]=[CH:3][CH:4]=[CH:5][CH:6]=2)[C@H:8]([NH:12][C:13](=[O:19])[O:14][C:15]([CH3:16])([CH3:18])[CH3:17])[CH2:9]1)#[N:23]. (3) Reactant: [N+:1]([C:4]1[CH:9]=[CH:8][C:7]([S:10]([N:13]2[CH2:17][CH2:16][S:15][CH:14]2[C:18]([O:20][CH3:21])=[O:19])(=[O:12])=[O:11])=[CH:6][CH:5]=1)([O-])=O.[ClH:22]. Product: [ClH:22].[NH2:1][C:4]1[CH:9]=[CH:8][C:7]([S:10]([N:13]2[CH2:17][CH2:16][S:15][CH:14]2[C:18]([O:20][CH3:21])=[O:19])(=[O:12])=[O:11])=[CH:6][CH:5]=1. The catalyst class is: 19. (4) Reactant: [C:1]([O:4][C@:5]1([CH3:33])[C@H:9]([O:10][C:11](=[O:13])[CH3:12])[C@@H:8]([CH2:14][O:15][C:16](=[O:18])[CH3:17])[O:7][C@H:6]1[N:19]1[CH:32]=[C:23]2[CH:24]=[CH:25][C:26]3[C:27](=O)[NH:28][N:29]=[CH:30][C:21]([C:22]=32)=[N:20]1)(=[O:3])[CH3:2].N1C=CC=CC=1.P12(SP3(SP(SP(S3)(S1)=S)(=S)S2)=S)=[S:41]. Product: [CH3:33][C@@:5]1([O:4][C:1](=[O:3])[CH3:2])[C@H:9]([O:10][C:11](=[O:13])[CH3:12])[C@@H:8]([CH2:14][O:15][C:16](=[O:18])[CH3:17])[O:7][C@H:6]1[N:19]1[CH:32]=[C:23]2[CH:24]=[CH:25][C:26]3[C:27](=[S:41])[NH:28][N:29]=[CH:30][C:21]([C:22]=32)=[N:20]1. The catalyst class is: 12. (5) Reactant: CO[C:3](=[O:29])[C:4]1[CH:9]=[CH:8][C:7]([CH3:10])=[C:6]([N:11]2[C:16](=[O:17])[C:15]([Br:18])=[C:14]([O:19][CH2:20][C:21]3[CH:26]=[CH:25][CH:24]=[C:23]([CH3:27])[N:22]=3)[N:13]=[C:12]2[CH3:28])[CH:5]=1.[OH-].[Na+].[C:32](N1C=CN=C1)(N1C=CN=C1)=O.Cl.[CH3:45][N:46](C)[OH:47].C(N(CC)CC)C. Product: [Br:18][C:15]1[C:16](=[O:17])[N:11]([C:6]2[CH:5]=[C:4]([CH:9]=[CH:8][C:7]=2[CH3:10])[C:3]([N:46]([O:47][CH3:32])[CH3:45])=[O:29])[C:12]([CH3:28])=[N:13][C:14]=1[O:19][CH2:20][C:21]1[CH:26]=[CH:25][CH:24]=[C:23]([CH3:27])[N:22]=1. The catalyst class is: 7.